This data is from Drug-target binding data from BindingDB using IC50 measurements. The task is: Regression. Given a target protein amino acid sequence and a drug SMILES string, predict the binding affinity score between them. We predict pIC50 (pIC50 = -log10(IC50 in M); higher means more potent). Dataset: bindingdb_ic50. (1) The drug is CCCCCCCCCNC(=O)C(=O)O. The target protein sequence is LIVKKNLGDVVLFDIVKNMPHGKALDTSHTNVMAYSNCKVSGSNTYDDLAGADVVIVTAGFTKAPGKSDKEWNRDDLLPLNNKIMIEIGGHIKKNCPNAFIIVVTNPVDVMVQLLHQHSGVPKNKIIGLGGVLDTSRLKYYISQKLNVCPRDVNAHIVGAHGNKMVLLKRYITVGGIPLQEFINNKLISDAELEAIFDRTVNTALEIVNLHASPYVAPAAAIIEMAESYLKDLKKVLICSTLLEGQYGHSDIFGGTPVVLGANGVEQ. The pIC50 is 4.1. (2) The drug is COc1cc(NC(C)CCCN)c2ncccc2c1. The target protein (O95342) has sequence MSDSVILRSIKKFGEENDGFESDKSYNNDKKSRLQDEKKGDGVRVGFFQLFRFSSSTDIWLMFVGSLCAFLHGIAQPGVLLIFGTMTDVFIDYDVELQELQIPGKACVNNTIVWTNSSLNQNMTNGTRCGLLNIESEMIKFASYYAGIAVAVLITGYIQICFWVIAAARQIQKMRKFYFRRIMRMEIGWFDCNSVGELNTRFSDDINKINDAIADQMALFIQRMTSTICGFLLGFFRGWKLTLVIISVSPLIGIGAATIGLSVSKFTDYELKAYAKAGVVADEVISSMRTVAAFGGEKREVERYEKNLVFAQRWGIRKGIVMGFFTGFVWCLIFLCYALAFWYGSTLVLDEGEYTPGTLVQIFLSVIVGALNLGNASPCLEAFATGRAAATSIFETIDRKPIIDCMSEDGYKLDRIKGEIEFHNVTFHYPSRPEVKILNDLNMVIKPGEMTALVGPSGAGKSTALQLIQRFYDPCEGMVTVDGHDIRSLNIQWLRDQIGI.... The pIC50 is 4.3.